From a dataset of Peptide-MHC class II binding affinity with 134,281 pairs from IEDB. Regression. Given a peptide amino acid sequence and an MHC pseudo amino acid sequence, predict their binding affinity value. This is MHC class II binding data. (1) The peptide sequence is EKKYWAATQFEPLAA. The MHC is DRB1_0101 with pseudo-sequence DRB1_0101. The binding affinity (normalized) is 0.734. (2) The peptide sequence is NLYIKSIQSLISDTQ. The MHC is DRB1_1501 with pseudo-sequence DRB1_1501. The binding affinity (normalized) is 0.177. (3) The peptide sequence is HGSEEWEPLTKKGNVWEVKS. The binding affinity (normalized) is 0.377. The MHC is DRB1_1501 with pseudo-sequence DRB1_1501.